Dataset: Forward reaction prediction with 1.9M reactions from USPTO patents (1976-2016). Task: Predict the product of the given reaction. (1) Given the reactants [CH:1]1([N:4]([C:7]2[CH:12]=[CH:11][C:10]([CH2:13][NH:14][C:15]3[CH:20]=[CH:19][C:18]([F:21])=[CH:17][CH:16]=3)=[CH:9][N:8]=2)[CH2:5][CH3:6])[CH2:3][CH2:2]1.CN(C)CCCN=C=NCC.[CH3:33][CH:34]([CH3:40])[CH2:35][CH2:36][C:37](O)=[O:38], predict the reaction product. The product is: [CH:1]1([N:4]([CH2:5][CH3:6])[C:7]2[N:8]=[CH:9][C:10]([CH2:13][N:14]([C:15]3[CH:16]=[CH:17][C:18]([F:21])=[CH:19][CH:20]=3)[C:37](=[O:38])[CH2:36][CH2:35][CH:34]([CH3:40])[CH3:33])=[CH:11][CH:12]=2)[CH2:2][CH2:3]1. (2) Given the reactants [Cl:1][CH:2]([Cl:8])[C:3](=O)[CH:4]=[CH:5]Cl.[CH3:9][N:10](C)[NH2:11], predict the reaction product. The product is: [Cl:1][CH:2]([Cl:8])[C:3]1[CH:4]=[CH:5][N:10]([CH3:9])[N:11]=1. (3) Given the reactants [CH3:1][O:2][C@@:3]1([C:11]#[C:12][C@:13]([C:21]2[CH:26]=[CH:25][CH:24]=[CH:23][CH:22]=2)([C:15]2[CH:16]=[N:17][CH:18]=[CH:19][CH:20]=2)[OH:14])[CH:8]2[CH2:9][CH2:10][N:5]([CH2:6][CH2:7]2)[CH2:4]1.[CH3:27][S:28]([O:31]CCCC[O:31][S:28]([CH3:27])(=[O:30])=[O:29])(=[O:30])=[O:29].CS(O)(=O)=O, predict the reaction product. The product is: [CH3:27][S:28]([O-:31])(=[O:30])=[O:29].[OH:14][C@@:13]([C:21]1[CH:26]=[CH:25][CH:24]=[CH:23][CH:22]=1)([C:15]1[CH:16]=[N:17][CH:18]=[CH:19][CH:20]=1)[C:12]#[C:11][C@:3]1([O:2][CH3:1])[CH:8]2[CH2:9][CH2:10][NH+:5]([CH2:6][CH2:7]2)[CH2:4]1. (4) Given the reactants [CH3:1][C:2]1[S:3][C:4]([C:10]2[CH:11]=[C:12]([CH3:16])[CH:13]=[CH:14][CH:15]=2)=[C:5]([C:7]([OH:9])=O)[N:6]=1.CCN(C(C)C)C(C)C.CN(C(ON1N=NC2C=CC=CC1=2)=[N+](C)C)C.[B-](F)(F)(F)F.[CH3:48][CH:49]1[CH2:56][C@H:55]2[C@H:51]([CH2:52][NH:53][C@@H:54]2[CH2:57][NH:58][C:59](=[O:64])[C:60]([F:63])([F:62])[F:61])[CH2:50]1, predict the reaction product. The product is: [F:63][C:60]([F:61])([F:62])[C:59]([NH:58][CH2:57][C@H:54]1[N:53]([C:7]([C:5]2[N:6]=[C:2]([CH3:1])[S:3][C:4]=2[C:10]2[CH:11]=[C:12]([CH3:16])[CH:13]=[CH:14][CH:15]=2)=[O:9])[CH2:52][C@H:51]2[C@@H:55]1[CH2:56][CH:49]([CH3:48])[CH2:50]2)=[O:64]. (5) The product is: [Cl:3][C:4]1[CH:5]=[C:6]([CH:7]=[C:8]([CH2:9][OH:10])[CH:13]=1)[C:14]([O:16][CH3:17])=[O:15]. Given the reactants [BH4-].[Na+].[Cl:3][C:4]1[CH:5]=[C:6]([C:14]([O:16][CH3:17])=[O:15])[CH:7]=[C:8]([CH:13]=1)[C:9](OC)=[O:10].O, predict the reaction product. (6) Given the reactants [F:1][C:2]1[CH:3]=[C:4]([N+:23]([O-])=O)[C:5]([N:8]([CH2:11][C:12]2[CH:22]=[CH:21][C:15]3[N:16]=[C:17]([S:19][CH3:20])[S:18][C:14]=3[CH:13]=2)[CH:9]=O)=[N:6][CH:7]=1, predict the reaction product. The product is: [F:1][C:2]1[CH:3]=[C:4]2[N:23]=[CH:9][N:8]([CH2:11][C:12]3[CH:22]=[CH:21][C:15]4[N:16]=[C:17]([S:19][CH3:20])[S:18][C:14]=4[CH:13]=3)[C:5]2=[N:6][CH:7]=1. (7) Given the reactants [Na].[Cl:2][C:3]1[CH:4]=[C:5]([C:13]2[N:17]=[C:16]([C:18]3[CH:23]=[CH:22][C:21]([NH:24][C@@H:25]4[CH2:29][CH2:28][CH2:27][C@@H:26]4[C:30]([O:32]C)=[O:31])=[CH:20][CH:19]=3)[O:15][N:14]=2)[CH:6]=[CH:7][C:8]=1[O:9][CH:10]([CH3:12])[CH3:11].[Cl:34][C:35]1[CH:36]=[C:37]([C:45]2[N:49]=[C:48]([C:50]3[CH:55]=[CH:54][C:53]([NH:56][C@H:57]4[CH2:61][CH2:60][CH2:59][C@H:58]4[C:62]([O:64]C)=[O:63])=[CH:52][CH:51]=3)[O:47][N:46]=2)[CH:38]=[CH:39][C:40]=1[O:41][CH:42]([CH3:44])[CH3:43].O, predict the reaction product. The product is: [Cl:2][C:3]1[CH:4]=[C:5]([C:13]2[N:17]=[C:16]([C:18]3[CH:23]=[CH:22][C:21]([NH:24][C@H:25]4[CH2:29][CH2:28][CH2:27][C@@H:26]4[C:30]([OH:32])=[O:31])=[CH:20][CH:19]=3)[O:15][N:14]=2)[CH:6]=[CH:7][C:8]=1[O:9][CH:10]([CH3:12])[CH3:11].[Cl:34][C:35]1[CH:36]=[C:37]([C:45]2[N:49]=[C:48]([C:50]3[CH:55]=[CH:54][C:53]([NH:56][C@@H:57]4[CH2:61][CH2:60][CH2:59][C@H:58]4[C:62]([OH:64])=[O:63])=[CH:52][CH:51]=3)[O:47][N:46]=2)[CH:38]=[CH:39][C:40]=1[O:41][CH:42]([CH3:44])[CH3:43]. (8) Given the reactants Cl.C(N=C=NCCCN(C)C)C.Cl.[F:14][C:15]1[CH:20]=[CH:19][C:18]([S:21][CH:22]2[CH2:27][CH2:26][NH:25][CH2:24][CH2:23]2)=[CH:17][CH:16]=1.[C:28]([O:32][C:33]([NH:35][C@H:36]([C:40](O)=[O:41])[CH:37]([CH3:39])[CH3:38])=[O:34])([CH3:31])([CH3:30])[CH3:29].O.ON1C2C=CC=CC=2N=N1.CN1CCOCC1, predict the reaction product. The product is: [C:28]([O:32][C:33](=[O:34])[NH:35][C@H:36]([C:40]([N:25]1[CH2:26][CH2:27][CH:22]([S:21][C:18]2[CH:17]=[CH:16][C:15]([F:14])=[CH:20][CH:19]=2)[CH2:23][CH2:24]1)=[O:41])[CH:37]([CH3:38])[CH3:39])([CH3:29])([CH3:31])[CH3:30]. (9) Given the reactants [NH2:1][C:2]1[CH:3]=[C:4]([CH:8]([NH:48][C:49](=[O:55])[O:50][C:51]([CH3:54])([CH3:53])[CH3:52])[CH2:9][N:10]2[C:15](=[O:16])[C:14]3[C:17]4([O:33][CH2:34][C:13]=3[N:12]([CH2:35][C:36]3[C:41]([C:42]([F:45])([F:44])[F:43])=[CH:40][CH:39]=[CH:38][C:37]=3[F:46])[C:11]2=[O:47])[CH2:22][CH2:21][N:20]([CH2:23][C:24]2[O:25][C:26]([C:29]([F:32])([F:31])[F:30])=[CH:27][CH:28]=2)[CH2:19][CH2:18]4)[CH:5]=[CH:6][CH:7]=1.Br[CH2:57][CH2:58][CH2:59][C:60]([O:62][CH2:63][CH3:64])=[O:61].C(N(C(C)C)CC)(C)C.[Cl-].[NH4+], predict the reaction product. The product is: [C:51]([O:50][C:49]([NH:48][CH:8]([C:4]1[CH:3]=[C:2]([NH:1][CH2:57][CH2:58][CH2:59][C:60]([O:62][CH2:63][CH3:64])=[O:61])[CH:7]=[CH:6][CH:5]=1)[CH2:9][N:10]1[C:15](=[O:16])[C:14]2[C:17]3([O:33][CH2:34][C:13]=2[N:12]([CH2:35][C:36]2[C:41]([C:42]([F:45])([F:44])[F:43])=[CH:40][CH:39]=[CH:38][C:37]=2[F:46])[C:11]1=[O:47])[CH2:22][CH2:21][N:20]([CH2:23][C:24]1[O:25][C:26]([C:29]([F:30])([F:31])[F:32])=[CH:27][CH:28]=1)[CH2:19][CH2:18]3)=[O:55])([CH3:52])([CH3:54])[CH3:53]. (10) Given the reactants [OH:1][C:2]1[CH:7]=[CH:6][CH:5]=[CH:4][C:3]=1[C:8](=[O:10])[CH3:9].C([O:13][C:14]([C:16]1[C:23]([CH3:24])=[CH:22][C:19]([CH:20]=O)=[C:18]([O:25][CH3:26])[C:17]=1[CH3:27])=[O:15])C, predict the reaction product. The product is: [OH:1][C:2]1[CH:7]=[CH:6][CH:5]=[CH:4][C:3]=1[C:8](=[O:10])[CH:9]=[CH:20][C:19]1[CH:22]=[C:23]([CH3:24])[C:16]([C:14]([OH:15])=[O:13])=[C:17]([CH3:27])[C:18]=1[O:25][CH3:26].